Dataset: Catalyst prediction with 721,799 reactions and 888 catalyst types from USPTO. Task: Predict which catalyst facilitates the given reaction. (1) Reactant: [NH2:1][C:2]1[CH:11]=[C:10]([C:12]2[C:21]3[C:16](=[CH:17][C:18]([O:27][CH2:28][CH3:29])=[C:19]4[O:24][C:23]([CH3:26])([CH3:25])[CH2:22][C:20]4=3)[CH2:15][C:14]([CH3:31])([CH3:30])[N:13]=2)[CH:9]=[CH:8][C:3]=1[C:4]([O:6][CH3:7])=[O:5].[CH2:32]([N:34]([CH2:37]C)[CH2:35]C)C.C(Cl)(=O)[O:40]C1C=CC([N+]([O-])=O)=CC=1.CNC.O1CCCC1.C(=O)([O-])O.[Na+]. Product: [CH3:32][N:34]([CH3:37])[C:35]([NH:1][C:2]1[CH:11]=[C:10]([C:12]2[C:21]3[C:16](=[CH:17][C:18]([O:27][CH2:28][CH3:29])=[C:19]4[O:24][C:23]([CH3:26])([CH3:25])[CH2:22][C:20]4=3)[CH2:15][C:14]([CH3:30])([CH3:31])[N:13]=2)[CH:9]=[CH:8][C:3]=1[C:4]([O:6][CH3:7])=[O:5])=[O:40]. The catalyst class is: 80. (2) Reactant: [C:1]([NH:4][C:5]([CH2:16][C:17]([C:19]1[CH:24]=[CH:23][C:22]([O:25][C:26]2[CH:31]=[CH:30][C:29]([C:32]3[N:33]=[C:34]([CH:37]4[CH2:39][CH2:38]4)[O:35][CH:36]=3)=[CH:28][CH:27]=2)=[CH:21][CH:20]=1)=[O:18])([C:11](OCC)=[O:12])[C:6](OCC)=[O:7])(=[O:3])[CH3:2].OP([O-])([O-])=O.[K+].[K+].[BH4-].[Na+].[OH-].[Na+]. Product: [CH:37]1([C:34]2[O:35][CH:36]=[C:32]([C:29]3[CH:30]=[CH:31][C:26]([O:25][C:22]4[CH:23]=[CH:24][C:19]([CH:17]([OH:18])[CH2:16][C:5]([NH:4][C:1](=[O:3])[CH3:2])([CH2:11][OH:12])[CH2:6][OH:7])=[CH:20][CH:21]=4)=[CH:27][CH:28]=3)[N:33]=2)[CH2:39][CH2:38]1. The catalyst class is: 88. (3) Reactant: [Cl:1][C:2]1[CH:3]=[C:4]2[C:8](=[CH:9][CH:10]=1)[NH:7][C:6]([C:11]([NH:13][NH:14][C:15](=[O:24])[C:16]1[CH:21]=[CH:20][C:19]([F:22])=[CH:18][C:17]=1[NH2:23])=[O:12])=[CH:5]2.Cl.O1CCOCC1.C(OCC)C. Product: [ClH:1].[Cl:1][C:2]1[CH:3]=[C:4]2[C:8](=[CH:9][CH:10]=1)[NH:7][C:6]([C:11]([NH:13][NH:14][C:15](=[O:24])[C:16]1[CH:21]=[CH:20][C:19]([F:22])=[CH:18][C:17]=1[NH2:23])=[O:12])=[CH:5]2. The catalyst class is: 5. (4) Reactant: Br[C:2]1[C:7]([C:8]#[N:9])=[CH:6][C:5]([N:10]([CH2:18][C:19]2[CH:24]=[CH:23][C:22]([O:25][CH3:26])=[CH:21][CH:20]=2)[C:11](=[O:17])[O:12][C:13]([CH3:16])([CH3:15])[CH3:14])=[C:4]([Cl:27])[CH:3]=1.[CH3:28][NH:29][CH2:30][CH2:31][NH:32][C:33](=[O:39])[O:34][C:35]([CH3:38])([CH3:37])[CH3:36].C1C=CC(P(C2C(C3C(P(C4C=CC=CC=4)C4C=CC=CC=4)=CC=C4C=3C=CC=C4)=C3C(C=CC=C3)=CC=2)C2C=CC=CC=2)=CC=1.C([O-])([O-])=O.[Cs+].[Cs+]. Product: [C:35]([O:34][C:33]([NH:32][CH2:31][CH2:30][N:29]([CH3:28])[C:2]1[C:7]([C:8]#[N:9])=[CH:6][C:5]([N:10]([CH2:18][C:19]2[CH:24]=[CH:23][C:22]([O:25][CH3:26])=[CH:21][CH:20]=2)[C:11](=[O:17])[O:12][C:13]([CH3:16])([CH3:15])[CH3:14])=[C:4]([Cl:27])[CH:3]=1)=[O:39])([CH3:38])([CH3:37])[CH3:36]. The catalyst class is: 110. (5) Reactant: [Cl:1][C:2]1[CH:7]=[CH:6][C:5]([C:8]2[C:9]([C:20]3[CH:25]=[CH:24][CH:23]=[CH:22][C:21]=3[Cl:26])=[N:10][N:11]3[C:16]([O:17]CC)=[CH:15][CH:14]=[N:13][C:12]=23)=[CH:4][CH:3]=1.[OH-].C([N+](CCCC)(CCCC)CCCC)CCC.Cl. Product: [Cl:1][C:2]1[CH:3]=[CH:4][C:5]([C:8]2[C:9]([C:20]3[CH:25]=[CH:24][CH:23]=[CH:22][C:21]=3[Cl:26])=[N:10][N:11]3[C:16]([OH:17])=[CH:15][CH:14]=[N:13][C:12]=23)=[CH:6][CH:7]=1. The catalyst class is: 375. (6) Reactant: [CH3:1][O:2][C:3]1[C:4]([CH2:17][CH2:18][CH:19]([CH3:21])[CH3:20])([C:13]([O:15][CH3:16])=[O:14])[C:5]2[C:10]([CH2:11][CH:12]=1)=[CH:9][CH:8]=[CH:7][CH:6]=2.[Cr](O[Cr]([O-])(=O)=O)([O-])(=O)=[O:23].[NH+]1C=CC=CC=1.[NH+]1C=CC=CC=1. Product: [CH3:1][O:2][C:3]1[C:4]([CH2:17][CH2:18][CH:19]([CH3:21])[CH3:20])([C:13]([O:15][CH3:16])=[O:14])[C:5]2[C:10]([C:11](=[O:23])[CH:12]=1)=[CH:9][CH:8]=[CH:7][CH:6]=2. The catalyst class is: 22. (7) Reactant: C(O)(=O)/[CH:2]=[CH:3]/[C:4]1[CH:12]=[CH:11][C:9]([OH:10])=[C:6]([O:7]C)[CH:5]=1.[OH-].[K+].[CH3:17]C1NC=CN=1. Product: [CH:3]([C:4]1[CH:5]=[C:6]([OH:7])[C:9]([O:10][CH3:17])=[CH:11][CH:12]=1)=[CH2:2]. The catalyst class is: 9. (8) Reactant: Cl.[N:2]1[CH:3]=[CH:4][N:5]2[CH:10]=[CH:9][N:8]=[C:7]([N:11]3[CH2:15][CH2:14][C@H:13]([NH2:16])[CH2:12]3)[C:6]=12.[C:17]1([N:23]2[CH:27]=[N:26][C:25]([C:28](O)=[O:29])=[N:24]2)[CH:22]=[CH:21][CH:20]=[CH:19][CH:18]=1.C(N(CC)C(C)C)C.CN(C(ON1N=NC2C=CC=NC1=2)=[N+](C)C)C.F[P-](F)(F)(F)(F)F. Product: [N:2]1[CH:3]=[CH:4][N:5]2[CH:10]=[CH:9][N:8]=[C:7]([N:11]3[CH2:15][CH2:14][C@H:13]([NH:16][C:28]([C:25]4[N:26]=[CH:27][N:23]([C:17]5[CH:18]=[CH:19][CH:20]=[CH:21][CH:22]=5)[N:24]=4)=[O:29])[CH2:12]3)[C:6]=12. The catalyst class is: 39. (9) Reactant: F[C:2]1[C:11]([O:12][CH3:13])=[C:10]2[C:5]([C:6](=[O:21])[C:7]([C:18]([OH:20])=[O:19])=[CH:8][N:9]2[C@@H:14]2[CH2:16][C@@H:15]2[F:17])=[CH:4][CH:3]=1.[C:22]([O:26][C:27]([NH:29][C:30]1([C@@H:34]2[CH2:38][CH2:37][NH:36][CH2:35]2)[CH2:33][CH2:32][CH2:31]1)=[O:28])([CH3:25])([CH3:24])[CH3:23].C(N(CC)CC)C. Product: [C:22]([O:26][C:27]([NH:29][C:30]1([C@@H:34]2[CH2:38][CH2:37][N:36]([C:2]3[C:11]([O:12][CH3:13])=[C:10]4[C:5]([C:6](=[O:21])[C:7]([C:18]([OH:20])=[O:19])=[CH:8][N:9]4[C@@H:14]4[CH2:16][C@@H:15]4[F:17])=[CH:4][CH:3]=3)[CH2:35]2)[CH2:31][CH2:32][CH2:33]1)=[O:28])([CH3:25])([CH3:23])[CH3:24]. The catalyst class is: 16.